This data is from NCI-60 drug combinations with 297,098 pairs across 59 cell lines. The task is: Regression. Given two drug SMILES strings and cell line genomic features, predict the synergy score measuring deviation from expected non-interaction effect. Cell line: NCIH23. Synergy scores: CSS=34.7, Synergy_ZIP=2.46, Synergy_Bliss=3.63, Synergy_Loewe=4.02, Synergy_HSA=5.23. Drug 2: CCC1(C2=C(COC1=O)C(=O)N3CC4=CC5=C(C=CC(=C5CN(C)C)O)N=C4C3=C2)O.Cl. Drug 1: CN(CC1=CN=C2C(=N1)C(=NC(=N2)N)N)C3=CC=C(C=C3)C(=O)NC(CCC(=O)O)C(=O)O.